From a dataset of Full USPTO retrosynthesis dataset with 1.9M reactions from patents (1976-2016). Predict the reactants needed to synthesize the given product. (1) Given the product [CH2:1]([O:3][C:4]1[C:8]([CH2:9][CH2:10][CH2:11][O:12][C:24]2[CH:29]=[CH:28][CH:27]=[CH:26][C:25]=2[CH2:30][C:31]([OH:33])=[O:32])=[CH:7][N:6]([C:13]2[CH:18]=[CH:17][C:16]([C:19]([F:21])([F:22])[F:20])=[CH:15][CH:14]=2)[N:5]=1)[CH3:2], predict the reactants needed to synthesize it. The reactants are: [CH2:1]([O:3][C:4]1[C:8]([CH2:9][CH2:10][CH2:11][OH:12])=[CH:7][N:6]([C:13]2[CH:18]=[CH:17][C:16]([C:19]([F:22])([F:21])[F:20])=[CH:15][CH:14]=2)[N:5]=1)[CH3:2].O[C:24]1[CH:29]=[CH:28][CH:27]=[CH:26][C:25]=1[CH2:30][C:31]([O:33]C)=[O:32].C(P(CCCC)CCCC)CCC.N(C(N1CCCCC1)=O)=NC(N1CCCCC1)=O. (2) Given the product [C:25]([O:24][C:22](=[O:23])[N:21]([O:20][C:17](=[O:19])[CH3:18])[S:11]([C:6]1[CH:7]=[CH:8][CH:9]=[CH:10][C:5]=1[S:2]([CH3:1])(=[O:4])=[O:3])(=[O:13])=[O:12])([CH3:28])([CH3:26])[CH3:27], predict the reactants needed to synthesize it. The reactants are: [CH3:1][S:2]([C:5]1[CH:10]=[CH:9][CH:8]=[CH:7][C:6]=1[S:11](Cl)(=[O:13])=[O:12])(=[O:4])=[O:3].[H-].[Na+].[C:17]([O:20][NH:21][C:22]([O:24][C:25]([CH3:28])([CH3:27])[CH3:26])=[O:23])(=[O:19])[CH3:18].